From a dataset of NCI-60 drug combinations with 297,098 pairs across 59 cell lines. Regression. Given two drug SMILES strings and cell line genomic features, predict the synergy score measuring deviation from expected non-interaction effect. (1) Drug 1: CC12CCC3C(C1CCC2O)C(CC4=C3C=CC(=C4)O)CCCCCCCCCS(=O)CCCC(C(F)(F)F)(F)F. Drug 2: CC1CCCC2(C(O2)CC(NC(=O)CC(C(C(=O)C(C1O)C)(C)C)O)C(=CC3=CSC(=N3)C)C)C. Cell line: U251. Synergy scores: CSS=50.3, Synergy_ZIP=0.839, Synergy_Bliss=-0.605, Synergy_Loewe=-25.5, Synergy_HSA=1.41. (2) Drug 1: CC(C1=C(C=CC(=C1Cl)F)Cl)OC2=C(N=CC(=C2)C3=CN(N=C3)C4CCNCC4)N. Drug 2: CC1C(C(CC(O1)OC2CC(CC3=C2C(=C4C(=C3O)C(=O)C5=C(C4=O)C(=CC=C5)OC)O)(C(=O)CO)O)N)O.Cl. Cell line: U251. Synergy scores: CSS=38.5, Synergy_ZIP=1.47, Synergy_Bliss=1.07, Synergy_Loewe=-8.53, Synergy_HSA=1.41. (3) Drug 1: C1=CC=C(C(=C1)C(C2=CC=C(C=C2)Cl)C(Cl)Cl)Cl. Drug 2: C(CCl)NC(=O)N(CCCl)N=O. Cell line: HCT-15. Synergy scores: CSS=9.76, Synergy_ZIP=1.52, Synergy_Bliss=4.89, Synergy_Loewe=3.75, Synergy_HSA=5.47. (4) Drug 2: CC1=C(C(CCC1)(C)C)C=CC(=CC=CC(=CC(=O)O)C)C. Drug 1: C1=NC2=C(N1)C(=S)N=C(N2)N. Cell line: NCI-H322M. Synergy scores: CSS=32.5, Synergy_ZIP=-9.40, Synergy_Bliss=-6.37, Synergy_Loewe=-8.17, Synergy_HSA=-5.22. (5) Drug 1: CC=C1C(=O)NC(C(=O)OC2CC(=O)NC(C(=O)NC(CSSCCC=C2)C(=O)N1)C(C)C)C(C)C. Drug 2: CCN(CC)CCNC(=O)C1=C(NC(=C1C)C=C2C3=C(C=CC(=C3)F)NC2=O)C. Cell line: MOLT-4. Synergy scores: CSS=9.89, Synergy_ZIP=-6.93, Synergy_Bliss=-13.2, Synergy_Loewe=-14.3, Synergy_HSA=-12.1. (6) Drug 1: C1CCC(C1)C(CC#N)N2C=C(C=N2)C3=C4C=CNC4=NC=N3. Drug 2: CC1OCC2C(O1)C(C(C(O2)OC3C4COC(=O)C4C(C5=CC6=C(C=C35)OCO6)C7=CC(=C(C(=C7)OC)O)OC)O)O. Cell line: TK-10. Synergy scores: CSS=29.1, Synergy_ZIP=-1.66, Synergy_Bliss=0.0830, Synergy_Loewe=-3.46, Synergy_HSA=1.88. (7) Drug 1: C1=CC(=CC=C1CCCC(=O)O)N(CCCl)CCCl. Drug 2: CC12CCC3C(C1CCC2O)C(CC4=C3C=CC(=C4)O)CCCCCCCCCS(=O)CCCC(C(F)(F)F)(F)F. Cell line: HS 578T. Synergy scores: CSS=13.4, Synergy_ZIP=-6.84, Synergy_Bliss=-8.80, Synergy_Loewe=-5.10, Synergy_HSA=-6.00. (8) Drug 1: CC1=C(C=C(C=C1)NC2=NC=CC(=N2)N(C)C3=CC4=NN(C(=C4C=C3)C)C)S(=O)(=O)N.Cl. Drug 2: CNC(=O)C1=NC=CC(=C1)OC2=CC=C(C=C2)NC(=O)NC3=CC(=C(C=C3)Cl)C(F)(F)F. Cell line: OVCAR3. Synergy scores: CSS=11.1, Synergy_ZIP=-3.49, Synergy_Bliss=-1.61, Synergy_Loewe=-16.3, Synergy_HSA=-4.35. (9) Drug 2: CC12CCC3C(C1CCC2OP(=O)(O)O)CCC4=C3C=CC(=C4)OC(=O)N(CCCl)CCCl.[Na+]. Cell line: A549. Drug 1: CCC1(CC2CC(C3=C(CCN(C2)C1)C4=CC=CC=C4N3)(C5=C(C=C6C(=C5)C78CCN9C7C(C=CC9)(C(C(C8N6C=O)(C(=O)OC)O)OC(=O)C)CC)OC)C(=O)OC)O.OS(=O)(=O)O. Synergy scores: CSS=1.36, Synergy_ZIP=-4.58, Synergy_Bliss=-2.64, Synergy_Loewe=-4.29, Synergy_HSA=-4.25. (10) Drug 1: CC1C(C(CC(O1)OC2CC(CC3=C2C(=C4C(=C3O)C(=O)C5=C(C4=O)C(=CC=C5)OC)O)(C(=O)C)O)N)O.Cl. Drug 2: N.N.Cl[Pt+2]Cl. Cell line: HOP-92. Synergy scores: CSS=10.1, Synergy_ZIP=4.92, Synergy_Bliss=1.26, Synergy_Loewe=-19.5, Synergy_HSA=1.94.